Dataset: Forward reaction prediction with 1.9M reactions from USPTO patents (1976-2016). Task: Predict the product of the given reaction. (1) Given the reactants [Cl:1][C:2]1[CH:35]=[CH:34][CH:33]=[CH:32][C:3]=1[CH2:4][N:5]1[C:13]2[C:12](=[O:14])[N:11]([CH3:15])[C:10](=[O:16])[N:9]([CH3:17])[C:8]=2[CH:7]=[C:6]1[N:18]1[CH2:23][CH2:22][CH2:21][C@@H:20]([NH:24][C:25](=[O:31])[O:26][C:27]([CH3:30])([CH3:29])[CH3:28])[CH2:19]1.[Br:36]N1C(=O)CCC1=O.S([O-])(O)(=O)=O.[K+], predict the reaction product. The product is: [Br:36][C:7]1[C:8]2[N:9]([CH3:17])[C:10](=[O:16])[N:11]([CH3:15])[C:12](=[O:14])[C:13]=2[N:5]([CH2:4][C:3]2[CH:32]=[CH:33][CH:34]=[CH:35][C:2]=2[Cl:1])[C:6]=1[N:18]1[CH2:23][CH2:22][CH2:21][C@@H:20]([NH:24][C:25](=[O:31])[O:26][C:27]([CH3:29])([CH3:30])[CH3:28])[CH2:19]1. (2) Given the reactants [CH3:1][C:2]1[CH:3]=[C:4]([CH:8]2[N:12]([C:13]3[CH:18]=[CH:17][C:16]([O:19][C:20]([F:23])([F:22])[F:21])=[CH:15][CH:14]=3)[C:11](=[O:24])[C:10](NC3C=CC(OC(F)(F)F)=CC=3)=[CH:9]2)[CH:5]=[CH:6][CH:7]=1.C(O)(=[O:39])C.COC1CCC(OC)O1.C(O)(C(F)(F)F)=O, predict the reaction product. The product is: [OH:39][C:10]1[C:11](=[O:24])[N:12]([C:13]2[CH:18]=[CH:17][C:16]([O:19][C:20]([F:22])([F:23])[F:21])=[CH:15][CH:14]=2)[CH:8]([C:4]2[CH:3]=[C:2]([CH3:1])[CH:7]=[CH:6][CH:5]=2)[CH:9]=1.